This data is from Forward reaction prediction with 1.9M reactions from USPTO patents (1976-2016). The task is: Predict the product of the given reaction. (1) Given the reactants [ClH:1].[CH3:2][S:3]([C:6]1[CH:11]=[CH:10][C:9]([C:12]2[CH:21]=[CH:20][C:19]3[C:14](=[CH:15][CH:16]=[C:17]([O:22]C)[CH:18]=3)[C:13]=2[O:24][C:25]2[CH:40]=[CH:39][C:28]([O:29][CH2:30][CH2:31][N:32]3[CH:38]=[CH:37][CH:36]=[CH:35][CH:34]=[CH:33]3)=[CH:27][CH:26]=2)=[CH:8][CH:7]=1)(=[O:5])=[O:4].N1(CCOC2C=CC(OC3C(C4C=CC(S(C)(=O)=O)=CC=4)=CC=C4C=3C=CC(O)=C4)=CC=2)C=CC=CC=C1.Cl, predict the reaction product. The product is: [ClH:1].[N:32]1([CH2:31][CH2:30][O:29][C:28]2[CH:27]=[CH:26][C:25]([O:24][C:13]3[C:12]([C:9]4[CH:10]=[CH:11][C:6]([S:3]([CH3:2])(=[O:4])=[O:5])=[CH:7][CH:8]=4)=[CH:21][CH:20]=[C:19]4[C:14]=3[CH:15]=[CH:16][C:17]([OH:22])=[CH:18]4)=[CH:40][CH:39]=2)[CH:38]=[CH:37][CH:36]=[CH:35][CH:34]=[CH:33]1. (2) Given the reactants CS(O[C@H:6]([CH3:12])[C:7]([O:9][CH2:10][CH3:11])=[O:8])(=O)=O.[C:13]([O:26][CH2:27][C:28]1[CH:33]=[CH:32][CH:31]=[CH:30][CH:29]=1)(=[O:25])[CH2:14][C:15]([O:17][CH2:18][C:19]1[CH:24]=[CH:23][CH:22]=[CH:21][CH:20]=1)=[O:16].[F-].[Cs+].O, predict the reaction product. The product is: [CH:14]([C:13]([O:26][CH2:27][C:28]1[CH:29]=[CH:30][CH:31]=[CH:32][CH:33]=1)=[O:25])([C:15]([O:17][CH2:18][C:19]1[CH:24]=[CH:23][CH:22]=[CH:21][CH:20]=1)=[O:16])[C@H:6]([C:7]([O:9][CH2:10][CH3:11])=[O:8])[CH3:12]. (3) Given the reactants [Br:1][C:2]1[CH:3]=[C:4]([NH2:11])[C:5]2[N:6]([CH:8]=[CH:9][N:10]=2)[CH:7]=1.C1C(=O)N([I:19])C(=O)C1, predict the reaction product. The product is: [Br:1][C:2]1[CH:3]=[C:4]([NH2:11])[C:5]2[N:6]([C:8]([I:19])=[CH:9][N:10]=2)[CH:7]=1. (4) The product is: [O:43]1[C:44]2[CH:45]=[CH:46][C:38]([CH2:37][NH:47][C:3]([C:5]3[N:14]4[C:8]([CH2:9][N:10]([C:19]([C:21]5[CH:26]=[CH:25][C:24]([C:27]6[CH:32]=[CH:31][CH:30]=[CH:29][C:28]=6[CH3:33])=[C:23]([CH3:34])[CH:22]=5)=[O:20])[C:11]5[CH:18]=[CH:17][CH:16]=[CH:15][C:12]=5[CH2:13]4)=[CH:7][CH:6]=3)=[O:4])=[CH:39][C:40]=2[O:41][CH2:42]1. Given the reactants ClC(Cl)(Cl)[C:3]([C:5]1[N:14]2[C:8]([CH2:9][N:10]([C:19]([C:21]3[CH:26]=[CH:25][C:24]([C:27]4[CH:32]=[CH:31][CH:30]=[CH:29][C:28]=4[CH3:33])=[C:23]([CH3:34])[CH:22]=3)=[O:20])[C:11]3[CH:18]=[CH:17][CH:16]=[CH:15][C:12]=3[CH2:13]2)=[CH:7][CH:6]=1)=[O:4].[CH2:37]([NH2:47])[C:38]1[CH:46]=[CH:45][C:44]2[O:43][CH2:42][O:41][C:40]=2[CH:39]=1, predict the reaction product. (5) Given the reactants [NH2:1][C:2]1[NH:6][N:5]=[C:4]([NH:7][C:8]2[CH:13]=[CH:12][C:11]([CH2:14][N:15]3[CH2:20][CH2:19][O:18][CH2:17][CH2:16]3)=[CH:10][CH:9]=2)[C:3]=1[C:21]([NH2:23])=[O:22].[CH3:24][C:25]1[CH:26]=[C:27]([CH:30]=[C:31]([CH3:34])[C:32]=1[OH:33])[CH:28]=O.CN(C=O)C.[BH4-].[Na+], predict the reaction product. The product is: [OH:33][C:32]1[C:31]([CH3:34])=[CH:30][C:27]([CH2:28][NH:1][C:2]2[NH:6][N:5]=[C:4]([NH:7][C:8]3[CH:13]=[CH:12][C:11]([CH2:14][N:15]4[CH2:16][CH2:17][O:18][CH2:19][CH2:20]4)=[CH:10][CH:9]=3)[C:3]=2[C:21]([NH2:23])=[O:22])=[CH:26][C:25]=1[CH3:24]. (6) Given the reactants [CH2:1]([Zn]CC)C.[CH2:6]=[C:7]([C:9]1[CH:10]=[C:11]2[C:16](=[CH:17][CH:18]=1)[CH:15]=[C:14]([C:19]([O:21][CH3:22])=[O:20])[CH:13]=[CH:12]2)[CH3:8].ClC(Cl)C.ICI, predict the reaction product. The product is: [CH3:6][C:7]1([C:9]2[CH:10]=[C:11]3[C:16](=[CH:17][CH:18]=2)[CH:15]=[C:14]([C:19]([O:21][CH3:22])=[O:20])[CH:13]=[CH:12]3)[CH2:1][CH2:8]1.